From a dataset of Catalyst prediction with 721,799 reactions and 888 catalyst types from USPTO. Predict which catalyst facilitates the given reaction. (1) Reactant: [CH3:1][C@@H:2]1[CH2:7][CH2:6][C@H:5]([O:8][C:9]2[C:10]([C:21]([F:24])([F:23])[F:22])=[C:11]3[C:16](=[CH:17][CH:18]=2)[C:15]([CH:19]=O)=[CH:14][CH:13]=[CH:12]3)[CH2:4][CH2:3]1.[NH:25]1[CH2:30][CH2:29][CH:28]([C:31]([O:33][CH2:34][CH3:35])=[O:32])[CH2:27][CH2:26]1.CC(O)=O.[BH-](OC(C)=O)(OC(C)=O)OC(C)=O.[Na+]. Product: [CH3:1][C@@H:2]1[CH2:3][CH2:4][C@H:5]([O:8][C:9]2[C:10]([C:21]([F:22])([F:23])[F:24])=[C:11]3[C:16](=[CH:17][CH:18]=2)[C:15]([CH2:19][N:25]2[CH2:30][CH2:29][CH:28]([C:31]([O:33][CH2:34][CH3:35])=[O:32])[CH2:27][CH2:26]2)=[CH:14][CH:13]=[CH:12]3)[CH2:6][CH2:7]1. The catalyst class is: 34. (2) Reactant: Cl[C:2]1[C:7]2[S:8][C:9]([C:11]3[C:16]([Cl:17])=[CH:15][C:14]([O:18][CH3:19])=[CH:13][C:12]=3[Cl:20])=[N:10][C:6]=2[CH:5]=[CH:4][N:3]=1.[CH3:21][C:22]1[N:27]=[CH:26][N:25]=[C:24]([NH2:28])[CH:23]=1.CC1(C)C2C(=C(P(C3C=CC=CC=3)C3C=CC=CC=3)C=CC=2)OC2C(P(C3C=CC=CC=3)C3C=CC=CC=3)=CC=CC1=2.C([O-])([O-])=O.[Cs+].[Cs+]. Product: [Cl:20][C:12]1[CH:13]=[C:14]([O:18][CH3:19])[CH:15]=[C:16]([Cl:17])[C:11]=1[C:9]1[S:8][C:7]2[C:2]([NH:28][C:24]3[CH:23]=[C:22]([CH3:21])[N:27]=[CH:26][N:25]=3)=[N:3][CH:4]=[CH:5][C:6]=2[N:10]=1. The catalyst class is: 62. (3) Reactant: [F:1][C:2]1[CH:3]=[C:4]([CH:7]=[CH:8][CH:9]=1)[CH:5]=O.[CH2:10]([O:12][C:13](=[O:24])[NH:14][C:15]1[CH:20]=[CH:19][C:18]([NH2:21])=[CH:17][C:16]=1[O:22][CH3:23])[CH3:11]. Product: [CH2:10]([O:12][C:13](=[O:24])[NH:14][C:15]1[CH:20]=[CH:19][C:18]([NH:21][CH2:5][C:4]2[CH:7]=[CH:8][CH:9]=[C:2]([F:1])[CH:3]=2)=[CH:17][C:16]=1[O:22][CH3:23])[CH3:11]. The catalyst class is: 5. (4) Reactant: C(O[CH:4](OCC)[CH2:5][NH:6][CH2:7][C:8]1[CH:13]=[CH:12][CH:11]=[C:10]([O:14][CH2:15][CH3:16])[C:9]=1[OH:17])C.[CH3:21][O:22][C:23]1[CH:24]=[C:25]([CH:28]=[C:29]([N+:33]([O-:35])=[O:34])[C:30]=1[O:31][CH3:32])[CH:26]=O.[ClH:36]. Product: [ClH:36].[CH3:21][O:22][C:23]1[CH:24]=[C:25]([CH:28]=[C:29]([N+:33]([O-:35])=[O:34])[C:30]=1[O:31][CH3:32])[CH2:26][C:4]1[C:13]2[C:8](=[C:9]([OH:17])[C:10]([O:14][CH2:15][CH3:16])=[CH:11][CH:12]=2)[CH:7]=[N:6][CH:5]=1. The catalyst class is: 14. (5) Reactant: Cl[C:2]1[CH:13]=[CH:12][C:5]([C:6]([O:8][CH:9]([CH3:11])[CH3:10])=[O:7])=[CH:4][N:3]=1.[NH:14]1[CH2:19][CH2:18][O:17][CH2:16][CH2:15]1. Product: [O:17]1[CH2:18][CH2:19][N:14]([C:2]2[CH:13]=[CH:12][C:5]([C:6]([O:8][CH:9]([CH3:11])[CH3:10])=[O:7])=[CH:4][N:3]=2)[CH2:15][CH2:16]1. The catalyst class is: 32. (6) Reactant: [F:1][CH:2]([F:55])[C:3]1[CH:8]=[CH:7][N:6]=[C:5]([NH:9][C:10]2[N:15]=[C:14]([C:16]3[CH:17]=[N:18][C:19]([C@@:22]([C@H:25]4[CH2:30][CH2:29][C@H:28]([C:31]([O:33][CH2:34][O:35][P:36]([O:46]CC5C=CC=CC=5)([O:38]CC5C=CC=CC=5)=[O:37])=[O:32])[CH2:27][CH2:26]4)([OH:24])[CH3:23])=[CH:20][CH:21]=3)[CH:13]=[C:12]([CH3:54])[CH:11]=2)[CH:4]=1. Product: [F:55][CH:2]([F:1])[C:3]1[CH:8]=[CH:7][N:6]=[C:5]([NH:9][C:10]2[N:15]=[C:14]([C:16]3[CH:17]=[N:18][C:19]([C@@:22]([C@H:25]4[CH2:30][CH2:29][C@H:28]([C:31]([O:33][CH2:34][O:35][P:36]([OH:38])([OH:46])=[O:37])=[O:32])[CH2:27][CH2:26]4)([OH:24])[CH3:23])=[CH:20][CH:21]=3)[CH:13]=[C:12]([CH3:54])[CH:11]=2)[CH:4]=1. The catalyst class is: 45.